Dataset: Forward reaction prediction with 1.9M reactions from USPTO patents (1976-2016). Task: Predict the product of the given reaction. (1) Given the reactants C1(P(C2C=CC=CC=2)C2C=CC=CC=2)C=CC=CC=1.[CH3:20][N:21]1[C:25]([CH2:26]O)=[CH:24][C:23]([CH3:28])=[N:22]1.Cl[C:30]1[CH:37]=[C:36]([C:38]2[C:39]([CH3:44])=[N:40][NH:41][C:42]=2[CH3:43])[CH:35]=[CH:34][C:31]=1[C:32]#[N:33].N(C(OC(C)(C)C)=O)=NC(OC(C)(C)C)=O, predict the reaction product. The product is: [CH3:20][N:21]1[C:25]([CH2:26][N:40]2[C:39]([CH3:44])=[C:38]([C:36]3[CH:37]=[CH:30][C:31]([C:32]#[N:33])=[CH:34][CH:35]=3)[C:42]([CH3:43])=[N:41]2)=[CH:24][C:23]([CH3:28])=[N:22]1. (2) Given the reactants [NH2:1][C:2]1[CH:3]=[C:4]([C:8]2[C:16]([C:17]3[CH:22]=[CH:21][N:20]=[C:19]([NH:23][C:24]4[CH:33]=[C:32]5[C:27]([CH2:28][CH2:29][N:30]([CH3:34])[CH2:31]5)=[CH:26][CH:25]=4)[N:18]=3)=[C:11]3[CH:12]=[CH:13][CH:14]=[CH:15][N:10]3[N:9]=2)[CH:5]=[CH:6][CH:7]=1.[S:35]1[CH:39]=[CH:38][CH:37]=[C:36]1[CH2:40][C:41](Cl)=[O:42], predict the reaction product. The product is: [CH3:34][N:30]1[CH2:29][CH2:28][C:27]2[C:32](=[CH:33][C:24]([NH:23][C:19]3[N:18]=[C:17]([C:16]4[C:8]([C:4]5[CH:3]=[C:2]([NH:1][C:41](=[O:42])[CH2:40][C:36]6[S:35][CH:39]=[CH:38][CH:37]=6)[CH:7]=[CH:6][CH:5]=5)=[N:9][N:10]5[CH:15]=[CH:14][CH:13]=[CH:12][C:11]=45)[CH:22]=[CH:21][N:20]=3)=[CH:25][CH:26]=2)[CH2:31]1. (3) Given the reactants [N:1]1([C:7]2[N:16]([CH2:17][CH2:18][O:19][C:20]3[CH:25]=[CH:24][C:23]([CH2:26][CH:27]([O:31][CH2:32][CH3:33])[C:28]([OH:30])=[O:29])=[CH:22][CH:21]=3)[C:15](=[O:34])[C:14]3[C:9](=[CH:10][CH:11]=[CH:12][CH:13]=3)[N:8]=2)[CH2:6][CH2:5]C[CH2:3][CH2:2]1.[OH-:35].[Mg+2].[OH-], predict the reaction product. The product is: [N:1]1([C:7]2[N:16]([CH2:17][CH2:18][O:19][C:20]3[CH:25]=[CH:24][C:23]([CH2:26][CH:27]([O:31][CH2:32][CH3:33])[C:28]([OH:30])=[O:29])=[CH:22][CH:21]=3)[C:15](=[O:34])[C:14]3[C:9](=[CH:10][CH:11]=[CH:12][CH:13]=3)[N:8]=2)[CH2:6][CH2:5][O:35][CH2:3][CH2:2]1. (4) The product is: [Cl:1][C:2]1[CH:7]=[CH:6][CH:5]=[CH:4][C:3]=1[C:8]1[N:9]([C:24]2[CH:25]=[CH:26][C:27]([Cl:30])=[CH:28][CH:29]=2)[C:10]2[C:15]([N:16]=1)=[C:14]([N:17]1[CH2:22][CH2:21][CH:20]([NH:23][NH:34][SH:31](=[O:33])=[O:32])[CH2:19][CH2:18]1)[N:13]=[CH:12][N:11]=2. Given the reactants [Cl:1][C:2]1[CH:7]=[CH:6][CH:5]=[CH:4][C:3]=1[C:8]1[N:9]([C:24]2[CH:29]=[CH:28][C:27]([Cl:30])=[CH:26][CH:25]=2)[C:10]2[C:15]([N:16]=1)=[C:14]([N:17]1[CH2:22][CH2:21][CH:20]([NH2:23])[CH2:19][CH2:18]1)[N:13]=[CH:12][N:11]=2.[S:31](N)([NH2:34])(=[O:33])=[O:32], predict the reaction product. (5) Given the reactants COC(C1C=C(NS(C2C=CC(C)=CC=2)(=O)=O)C2C(=C(OCC3C=CC=CC=3)C=CC=2)N=1)=O.[CH3:34][O:35][C:36]([C:38]1[CH:47]=[C:46]([OH:48])[C:45]2[C:40](=[C:41]([O:55]CC3C=CC=CC=3)[CH:42]=[C:43]([C:49]3[CH:50]=[N:51][CH:52]=[CH:53][CH:54]=3)[CH:44]=2)[N:39]=1)=[O:37], predict the reaction product. The product is: [CH3:34][O:35][C:36]([C:38]1[CH:47]=[C:46]([OH:48])[C:45]2[C:40](=[C:41]([OH:55])[CH:42]=[C:43]([C:49]3[CH:50]=[N:51][CH:52]=[CH:53][CH:54]=3)[CH:44]=2)[N:39]=1)=[O:37]. (6) Given the reactants [I:1][C:2]1[CH:3]=[CH:4][C:5]2[N:6]([C:8]([CH3:14])=[C:9]([C:11]([OH:13])=O)[N:10]=2)[CH:7]=1.[CH3:15][N:16](C(ON1N=NC2C=CC=NC1=2)=[N+](C)C)[CH3:17].F[P-](F)(F)(F)(F)F.C(N(CC)C(C)C)(C)C.CNC, predict the reaction product. The product is: [I:1][C:2]1[CH:3]=[CH:4][C:5]2[N:6]([C:8]([CH3:14])=[C:9]([C:11]([N:16]([CH3:17])[CH3:15])=[O:13])[N:10]=2)[CH:7]=1. (7) Given the reactants [Br:1][C:2]1[C:11]([CH:12]([OH:17])[C:13]([O:15][CH3:16])=[O:14])=[CH:10][CH:9]=[CH:8][C:3]=1[C:4]([O:6][CH3:7])=[O:5].Cl(O)(=O)(=O)=O.C(=O)(O)[O-].[Na+], predict the reaction product. The product is: [Br:1][C:2]1[C:11]([CH:12]([O:17][C:3]([CH3:8])([CH3:4])[CH3:2])[C:13]([O:15][CH3:16])=[O:14])=[CH:10][CH:9]=[CH:8][C:3]=1[C:4]([O:6][CH3:7])=[O:5]. (8) Given the reactants [O:1]1[C:5]2[CH:6]=[CH:7][C:8]([C:10]([O:12]C)=[O:11])=[CH:9][C:4]=2[CH:3]=[CH:2]1, predict the reaction product. The product is: [O:1]1[C:5]2[CH:6]=[CH:7][C:8]([C:10]([OH:12])=[O:11])=[CH:9][C:4]=2[CH:3]=[CH:2]1.